This data is from Catalyst prediction with 721,799 reactions and 888 catalyst types from USPTO. The task is: Predict which catalyst facilitates the given reaction. (1) Reactant: FC(F)(F)C(F)(F)C(F)(F)C(F)(F)S([O-])(=O)=O.[C:18]1([CH3:39])[CH:23]=[CH:22][CH:21]=[CH:20][C:19]=1[S+:24]1[C:37]2[C:32](=[CH:33][CH:34]=[CH:35][CH:36]=2)[C:31](=[O:38])[C:30]2[CH:29]=[CH:28][CH:27]=[CH:26][C:25]1=2.[OH-].[Na+].[F:42][C:43]([F:59])([F:58])[C:44]1[CH:45]=[C:46]([S:54]([OH:57])(=[O:56])=[O:55])[CH:47]=[C:48]([C:50]([F:53])([F:52])[F:51])[CH:49]=1. Product: [F:53][C:50]([F:51])([F:52])[C:48]1[CH:47]=[C:46]([S:54]([O-:57])(=[O:56])=[O:55])[CH:45]=[C:44]([C:43]([F:59])([F:42])[F:58])[CH:49]=1.[C:18]1([CH3:39])[CH:23]=[CH:22][CH:21]=[CH:20][C:19]=1[S+:24]1[C:25]2[C:30](=[CH:29][CH:28]=[CH:27][CH:26]=2)[C:31](=[O:38])[C:32]2[CH:33]=[CH:34][CH:35]=[CH:36][C:37]1=2. The catalyst class is: 24. (2) Reactant: Cl.[NH2:2][CH:3]([C:13]1[CH:18]=[CH:17][N:16]=[C:15]([F:19])[CH:14]=1)[C:4]([C:6]1[CH:11]=[CH:10][C:9]([F:12])=[CH:8][CH:7]=1)=O.[S-:20][C:21]#[N:22].[K+]. Product: [F:12][C:9]1[CH:10]=[CH:11][C:6]([C:4]2[NH:22][C:21](=[S:20])[NH:2][C:3]=2[C:13]2[CH:18]=[CH:17][N:16]=[C:15]([F:19])[CH:14]=2)=[CH:7][CH:8]=1. The catalyst class is: 24. (3) Reactant: [C:9](O[C:9]([O:11][C:12]([CH3:15])([CH3:14])[CH3:13])=[O:10])([O:11][C:12]([CH3:15])([CH3:14])[CH3:13])=[O:10].[CH:16]([C:19]1[CH:24]=[CH:23][CH:22]=[C:21]([CH:25]([CH3:27])[CH3:26])[C:20]=1[NH:28][C:29](=[O:46])[CH2:30][NH:31][CH2:32][C:33]1([NH:39][C:40]2[CH:45]=[CH:44][CH:43]=[CH:42][CH:41]=2)[CH2:38][CH2:37][CH2:36][CH2:35][CH2:34]1)([CH3:18])[CH3:17]. Product: [CH:16]([C:19]1[CH:24]=[CH:23][CH:22]=[C:21]([CH:25]([CH3:27])[CH3:26])[C:20]=1[NH:28][C:29]([CH2:30][N:31]([CH2:32][C:33]1([NH:39][C:40]2[CH:41]=[CH:42][CH:43]=[CH:44][CH:45]=2)[CH2:38][CH2:37][CH2:36][CH2:35][CH2:34]1)[C:9](=[O:10])[O:11][C:12]([CH3:13])([CH3:14])[CH3:15])=[O:46])([CH3:17])[CH3:18]. The catalyst class is: 4. (4) Reactant: [Cl:1][C:2]1[CH:3]=[C:4]([NH2:10])[C:5]([NH2:9])=[CH:6][C:7]=1[Cl:8].[F:11][C:12]([F:19])([F:18])[CH:13]([OH:17])[C:14](O)=O.Cl.C(=O)(O)[O-].[Na+]. Product: [Cl:1][C:2]1[C:7]([Cl:8])=[CH:6][C:5]2[NH:9][C:14]([CH:13]([OH:17])[C:12]([F:19])([F:18])[F:11])=[N:10][C:4]=2[CH:3]=1. The catalyst class is: 69. (5) Reactant: C([O:5][C:6](=[O:37])[CH2:7][N:8]1[CH2:16][CH2:15][N:14]([CH2:17][CH2:18][CH2:19][C:20]2[CH:25]=[CH:24][C:23]([N+:26]([O-:28])=[O:27])=[CH:22][CH:21]=2)[CH2:13][CH2:12][N:11]([CH2:29][C:30]([O:32]C(C)(C)C)=[O:31])[CH2:10][CH2:9]1)(C)(C)C.Cl.C(OCC)C. Product: [C:30]([CH2:29][N:11]1[CH2:12][CH2:13][N:14]([CH2:17][CH2:18][CH2:19][C:20]2[CH:25]=[CH:24][C:23]([N+:26]([O-:28])=[O:27])=[CH:22][CH:21]=2)[CH2:15][CH2:16][N:8]([CH2:7][C:6]([OH:37])=[O:5])[CH2:9][CH2:10]1)([OH:32])=[O:31]. The catalyst class is: 12. (6) The catalyst class is: 58. Reactant: Br[CH2:2][CH2:3][CH2:4][CH2:5][CH2:6][CH2:7][CH2:8][CH2:9][CH2:10][CH2:11][CH2:12][CH2:13][O:14][C:15]1[CH:23]=[CH:22][C:18]2[NH:19][CH:20]=[N:21][C:17]=2[CH:16]=1.[N-:24]=[N+:25]=[N-:26].[Na+].C([O-])(O)=O.[Na+]. Product: [N:24]([CH2:2][CH2:3][CH2:4][CH2:5][CH2:6][CH2:7][CH2:8][CH2:9][CH2:10][CH2:11][CH2:12][CH2:13][O:14][C:15]1[CH:23]=[CH:22][C:18]2[NH:19][CH:20]=[N:21][C:17]=2[CH:16]=1)=[N+:25]=[N-:26].